This data is from Peptide-MHC class I binding affinity with 185,985 pairs from IEDB/IMGT. The task is: Regression. Given a peptide amino acid sequence and an MHC pseudo amino acid sequence, predict their binding affinity value. This is MHC class I binding data. (1) The peptide sequence is GMSWITQGL. The MHC is HLA-B07:02 with pseudo-sequence HLA-B07:02. The binding affinity (normalized) is 0.0847. (2) The peptide sequence is YTFAISYCRA. The MHC is HLA-A02:02 with pseudo-sequence HLA-A02:02. The binding affinity (normalized) is 0.466. (3) The MHC is HLA-A02:50 with pseudo-sequence HLA-A02:50. The binding affinity (normalized) is 0.0847. The peptide sequence is YVYFYDLSY. (4) The peptide sequence is RRWIQLGLQK. The MHC is HLA-B58:01 with pseudo-sequence HLA-B58:01. The binding affinity (normalized) is 0.0417. (5) The peptide sequence is FQANMFLTL. The MHC is HLA-B73:01 with pseudo-sequence HLA-B73:01. The binding affinity (normalized) is 0.0847. (6) The binding affinity (normalized) is 0.0967. The MHC is HLA-B07:02 with pseudo-sequence HLA-B07:02. The peptide sequence is WPYIACRTS. (7) The peptide sequence is MMNRDKIPIY. The MHC is HLA-A33:01 with pseudo-sequence HLA-A33:01. The binding affinity (normalized) is 0. (8) The peptide sequence is KLFKKTDFK. The MHC is HLA-A03:01 with pseudo-sequence HLA-A03:01. The binding affinity (normalized) is 0.803. (9) The peptide sequence is FPVRPQVPLR. The MHC is HLA-B53:01 with pseudo-sequence HLA-B53:01. The binding affinity (normalized) is 0.304. (10) The peptide sequence is FAAPQFSLW. The MHC is Mamu-B17 with pseudo-sequence Mamu-B17. The binding affinity (normalized) is 0.675.